From a dataset of Forward reaction prediction with 1.9M reactions from USPTO patents (1976-2016). Predict the product of the given reaction. (1) Given the reactants O1CCCC1.[F:6][C:7]1[CH:36]=[CH:35][C:10]([NH:11][C:12]2[CH:24]=[C:23]([NH:25][C:26]3[CH:31]=[CH:30][CH:29]=[CH:28][C:27]=3[N+:32]([O-])=O)[CH:22]=[CH:21][C:13]=2[C:14]([O:16][C:17]([CH3:20])([CH3:19])[CH3:18])=[O:15])=[CH:9][CH:8]=1, predict the reaction product. The product is: [NH2:32][C:27]1[CH:28]=[CH:29][CH:30]=[CH:31][C:26]=1[NH:25][C:23]1[CH:22]=[CH:21][C:13]([C:14]([O:16][C:17]([CH3:20])([CH3:19])[CH3:18])=[O:15])=[C:12]([NH:11][C:10]2[CH:9]=[CH:8][C:7]([F:6])=[CH:36][CH:35]=2)[CH:24]=1. (2) Given the reactants Br[C:2]1[CH:10]=[C:9]2[C:5]([CH:6]=[CH:7][N:8]2[C:11]([O:13][C:14]([CH3:17])([CH3:16])[CH3:15])=[O:12])=[CH:4][C:3]=1[F:18].[Zn](CC)[CH2:20][CH3:21].CCCCCCC.C(=O)(O)[O-].[Na+], predict the reaction product. The product is: [CH2:20]([C:2]1[CH:10]=[C:9]2[C:5]([CH:6]=[CH:7][N:8]2[C:11]([O:13][C:14]([CH3:17])([CH3:16])[CH3:15])=[O:12])=[CH:4][C:3]=1[F:18])[CH3:21]. (3) Given the reactants [F:1][C:2]1[CH:3]=[C:4]2[C:8](=[CH:9][CH:10]=1)[C:7](=[O:11])[CH2:6][CH2:5]2.C(OCC)C.[CH:17]1([Mg]Br)[CH2:19][CH2:18]1, predict the reaction product. The product is: [CH:17]1([C:7]2([OH:11])[C:8]3[C:4](=[CH:3][C:2]([F:1])=[CH:10][CH:9]=3)[CH2:5][CH2:6]2)[CH2:19][CH2:18]1. (4) The product is: [CH:1]1([S:4]([C:7]2[CH:8]=[CH:9][C:10]([CH:13]([C:21]3[NH:25][C:24]([C:26]4[N:31]=[CH:30][C:29]([CH:32]([OH:33])[C:34]5([OH:38])[CH2:37][CH2:36][CH2:35]5)=[CH:28][CH:27]=4)=[CH:23][CH:22]=3)[CH2:14][CH:15]3[CH2:16][CH2:17][O:18][CH2:19][CH2:20]3)=[CH:11][CH:12]=2)(=[O:6])=[O:5])[CH2:3][CH2:2]1. Given the reactants [CH:1]1([S:4]([C:7]2[CH:12]=[CH:11][C:10]([CH:13]([C:21]3[NH:25][C:24]([C:26]4[N:31]=[CH:30][C:29]([CH:32]=[O:33])=[CH:28][CH:27]=4)=[CH:23][CH:22]=3)[CH2:14][CH:15]3[CH2:20][CH2:19][O:18][CH2:17][CH2:16]3)=[CH:9][CH:8]=2)(=[O:6])=[O:5])[CH2:3][CH2:2]1.[C:34]1(=[O:38])[CH2:37][CH2:36][CH2:35]1.C(=O)([O-])O.[Na+], predict the reaction product. (5) Given the reactants Br[C:2]1[CH:7]=[CH:6][C:5]([C:8]2[O:12][N:11]=[C:10]([CH3:13])[C:9]=2[NH:14][C:15]([NH:17][CH2:18][C:19]([F:22])([F:21])[F:20])=[O:16])=[CH:4][CH:3]=1.[CH2:23]([O:25][C:26]([C:28]1([C:31]2[CH:36]=[CH:35][C:34](B3OC(C)(C)C(C)(C)O3)=[CH:33][CH:32]=2)[CH2:30][CH2:29]1)=[O:27])[CH3:24], predict the reaction product. The product is: [CH2:23]([O:25][C:26]([C:28]1([C:31]2[CH:36]=[CH:35][C:34]([C:2]3[CH:7]=[CH:6][C:5]([C:8]4[O:12][N:11]=[C:10]([CH3:13])[C:9]=4[NH:14][C:15]([NH:17][CH2:18][C:19]([F:22])([F:21])[F:20])=[O:16])=[CH:4][CH:3]=3)=[CH:33][CH:32]=2)[CH2:29][CH2:30]1)=[O:27])[CH3:24]. (6) Given the reactants [Br:1][C:2]1[CH:3]=[C:4]([OH:8])[CH:5]=[CH:6][CH:7]=1.Cl[CH2:10][CH2:11][N:12]1[CH2:16][CH2:15][CH2:14][CH2:13]1.C(=O)([O-])[O-].[K+].[K+], predict the reaction product. The product is: [Br:1][C:2]1[CH:3]=[C:4]([CH:5]=[CH:6][CH:7]=1)[O:8][CH2:10][CH2:11][N:12]1[CH2:16][CH2:15][CH2:14][CH2:13]1. (7) Given the reactants [N+:1]([C:4]1[CH:9]=[CH:8][C:7]([S:10]([CH2:13][CH2:14][C:15]2[CH:20]=[CH:19][N:18]=[CH:17][CH:16]=2)(=[O:12])=[O:11])=[CH:6][CH:5]=1)([O-])=O, predict the reaction product. The product is: [N:18]1[CH:19]=[CH:20][C:15]([CH2:14][CH2:13][S:10]([C:7]2[CH:8]=[CH:9][C:4]([NH2:1])=[CH:5][CH:6]=2)(=[O:12])=[O:11])=[CH:16][CH:17]=1. (8) The product is: [N:11]1[CH:16]=[CH:15][C:14]([C:17]2[C:26]3[C:21](=[CH:22][CH:23]=[C:24]([C:2]4[CH:3]=[C:4]5[NH:10][N:9]=[N:8][C:5]5=[N:6][CH:7]=4)[CH:25]=3)[N:20]=[CH:19][CH:18]=2)=[CH:13][CH:12]=1. Given the reactants Br[C:2]1[CH:3]=[C:4]2[NH:10][N:9]=[N:8][C:5]2=[N:6][CH:7]=1.[N:11]1[CH:16]=[CH:15][C:14]([C:17]2[C:26]3[C:21](=[CH:22][CH:23]=[C:24]([Sn](C)(C)C)[CH:25]=3)[N:20]=[CH:19][CH:18]=2)=[CH:13][CH:12]=1, predict the reaction product.